This data is from Forward reaction prediction with 1.9M reactions from USPTO patents (1976-2016). The task is: Predict the product of the given reaction. (1) The product is: [CH3:39][C:38]([N:15]1[CH2:16][CH2:17][CH:12]([CH2:11][C:10]2[N:2]([CH3:1])[C:3]3[C:8]([N:9]=2)=[C:7]([N:18]2[CH2:19][CH2:20][O:21][CH2:22][CH2:23]2)[N:6]=[C:5]([N:24]2[C:28]4[CH:29]=[CH:30][CH:31]=[CH:32][C:27]=4[N:26]=[C:25]2[CH3:33])[N:4]=3)[CH2:13][CH2:14]1)([CH3:40])[C:37]([O:36][CH2:34][CH3:35])=[O:42]. Given the reactants [CH3:1][N:2]1[C:10]([CH2:11][CH:12]2[CH2:17][CH2:16][NH:15][CH2:14][CH2:13]2)=[N:9][C:8]2[C:3]1=[N:4][C:5]([N:24]1[C:28]3[CH:29]=[CH:30][CH:31]=[CH:32][C:27]=3[N:26]=[C:25]1[CH3:33])=[N:6][C:7]=2[N:18]1[CH2:23][CH2:22][O:21][CH2:20][CH2:19]1.[CH2:34]([O:36][C:37](=[O:42])[C:38](Br)([CH3:40])[CH3:39])[CH3:35], predict the reaction product. (2) Given the reactants [NH2:1][CH2:2][P:3]([CH2:10][CH:11]([CH2:19][CH2:20][C:21]([O:23][C:24]([CH3:27])([CH3:26])[CH3:25])=[O:22])[C:12]([O:14][C:15]([CH3:18])([CH3:17])[CH3:16])=[O:13])([O:5][C:6]([CH3:9])([CH3:8])[CH3:7])=[O:4].[C:28](Cl)(=[O:35])[C:29]1[CH:34]=[CH:33][CH:32]=[CH:31][CH:30]=1.C(N(CC)CC)C, predict the reaction product. The product is: [C:6]([O:5][P:3]([CH2:10][CH:11]([CH2:19][CH2:20][C:21]([O:23][C:24]([CH3:27])([CH3:26])[CH3:25])=[O:22])[C:12]([O:14][C:15]([CH3:16])([CH3:17])[CH3:18])=[O:13])([CH2:2][NH:1][C:28]([C:29]1[CH:34]=[CH:33][CH:32]=[CH:31][CH:30]=1)=[O:35])=[O:4])([CH3:8])([CH3:9])[CH3:7]. (3) Given the reactants CC1C=CN=CC=1.N1C=CC([C:14]2[CH:18]=[CH:17][O:16][C:15]=2[C:19]([O:21][CH2:22][CH3:23])=[O:20])=CC=1, predict the reaction product. The product is: [O:16]1[CH:17]=[CH:18][CH:14]=[C:15]1[C:19]([O:21][CH2:22][CH3:23])=[O:20]. (4) Given the reactants [CH3:1][O:2][C:3]1[CH:4]=[C:5]2[C:10](=[CH:11][C:12]=1[O:13][CH3:14])[N:9]=[CH:8][CH:7]=[C:6]2[O:15][C:16]1[CH:22]=[CH:21][C:19]([NH2:20])=[CH:18][CH:17]=1.C1(C)C=CC=CC=1.C(N(CC)CC)C.Cl[C:38](Cl)([O:40]C(=O)OC(Cl)(Cl)Cl)Cl.[F:49][C:50]1[CH:51]=[C:52]([CH:56]=[CH:57][CH:58]=1)[CH:53]([OH:55])[CH3:54], predict the reaction product. The product is: [CH3:1][O:2][C:3]1[CH:4]=[C:5]2[C:10](=[CH:11][C:12]=1[O:13][CH3:14])[N:9]=[CH:8][CH:7]=[C:6]2[O:15][C:16]1[CH:22]=[CH:21][C:19]([NH:20][C:38](=[O:40])[O:55][CH:53]([C:52]2[CH:56]=[CH:57][CH:58]=[C:50]([F:49])[CH:51]=2)[CH3:54])=[CH:18][CH:17]=1. (5) Given the reactants [CH3:1][N:2]1[C:10]2[C:9]([O:11][C:12]3[CH:18]=[CH:17][C:15]([NH2:16])=[CH:14][CH:13]=3)=[N:8][CH:7]=[N:6][C:5]=2[CH:4]=[CH:3]1.[Cl:19][C:20]1[CH:26]=[CH:25][CH:24]=[CH:23][C:21]=1[NH2:22].CN(C)[CH:29]=[O:30], predict the reaction product. The product is: [Cl:19][C:20]1[CH:26]=[CH:25][CH:24]=[CH:23][C:21]=1[NH:22][C:29]([NH:16][C:15]1[CH:17]=[CH:18][C:12]([O:11][C:9]2[C:10]3[N:2]([CH3:1])[CH:3]=[CH:4][C:5]=3[N:6]=[CH:7][N:8]=2)=[CH:13][CH:14]=1)=[O:30]. (6) The product is: [CH3:30][C:31]1([CH3:44])[O:35][CH:34]([C:36]2[CH:37]=[CH:38][C:39]([C:42](=[O:43])[CH2:13][CH2:12][C:11](=[O:14])[CH:10]([C:4]3[CH:5]=[CH:6][C:7]([S:8][CH3:9])=[C:2]([F:1])[CH:3]=3)[CH2:15][CH:16]3[CH2:21][CH2:20][O:19][CH2:18][CH2:17]3)=[N:40][CH:41]=2)[CH2:33][O:32]1. Given the reactants [F:1][C:2]1[CH:3]=[C:4]([CH:10]([CH2:15][CH:16]2[CH2:21][CH2:20][O:19][CH2:18][CH2:17]2)[C:11](=[O:14])[CH:12]=[CH2:13])[CH:5]=[CH:6][C:7]=1[S:8][CH3:9].C(O)C.O1CCCC1.[CH3:30][C:31]1([CH3:44])[O:35][CH:34]([C:36]2[CH:37]=[CH:38][C:39]([CH:42]=[O:43])=[N:40][CH:41]=2)[CH2:33][O:32]1, predict the reaction product.